From a dataset of Forward reaction prediction with 1.9M reactions from USPTO patents (1976-2016). Predict the product of the given reaction. (1) Given the reactants [CH2:1]1[O:3][C@@H:2]1[CH2:4][OH:5].C(N(CC)CC)C.[Si:13](Cl)([C:16]([CH3:19])([CH3:18])[CH3:17])([CH3:15])[CH3:14], predict the reaction product. The product is: [CH2:4]([O:5][Si:13]([C:16]([CH3:19])([CH3:18])[CH3:17])([CH3:15])[CH3:14])[C@H:2]1[O:3][CH2:1]1. (2) Given the reactants [CH3:1][N:2]([CH3:15])[CH2:3][CH2:4][N:5]1[C:9]2=[N:10][CH:11]=[CH:12][CH:13]=[C:8]2[NH:7][C:6]1=[O:14].[F:16][C:17]1[CH:18]=[C:19]([S:23](Cl)(=[O:25])=[O:24])[CH:20]=[CH:21][CH:22]=1.C(N(C(C)C)CC)(C)C, predict the reaction product. The product is: [CH3:1][N:2]([CH3:15])[CH2:3][CH2:4][N:5]1[C:9]2=[N:10][CH:11]=[CH:12][CH:13]=[C:8]2[N:7]([S:23]([C:19]2[CH:20]=[CH:21][CH:22]=[C:17]([F:16])[CH:18]=2)(=[O:25])=[O:24])[C:6]1=[O:14]. (3) Given the reactants [CH3:1][N:2]1[C:10]2[C:5](=[CH:6][CH:7]=[CH:8][CH:9]=2)[CH:4]=[C:3]1[C:11]1[CH:16]=[CH:15][CH:14]=[CH:13][CH:12]=1.CO[CH:19](OC)[CH2:20][C:21](=[O:23])[CH3:22].Cl, predict the reaction product. The product is: [CH3:1][N:2]1[C:10]2[C:5](=[CH:6][CH:7]=[CH:8][CH:9]=2)[C:4](/[CH:19]=[CH:20]/[C:21](=[O:23])[CH3:22])=[C:3]1[C:11]1[CH:16]=[CH:15][CH:14]=[CH:13][CH:12]=1.